This data is from Full USPTO retrosynthesis dataset with 1.9M reactions from patents (1976-2016). The task is: Predict the reactants needed to synthesize the given product. (1) Given the product [F:1][C:2]1[C:7]([CH2:8][OH:9])=[CH:6][CH:5]=[CH:4][C:3]=1[C:10]1[N:14]([S:15]([C:18]2[CH:19]=[N:20][CH:21]=[CH:22][CH:23]=2)(=[O:17])=[O:16])[CH:13]=[C:12]([CH2:24][N:25]([CH3:33])[C:26](=[O:32])[O:27][C:28]([CH3:29])([CH3:30])[CH3:31])[CH:11]=1, predict the reactants needed to synthesize it. The reactants are: [F:1][C:2]1[C:7]([CH:8]=[O:9])=[CH:6][CH:5]=[CH:4][C:3]=1[C:10]1[N:14]([S:15]([C:18]2[CH:19]=[N:20][CH:21]=[CH:22][CH:23]=2)(=[O:17])=[O:16])[CH:13]=[C:12]([CH2:24][N:25]([CH3:33])[C:26](=[O:32])[O:27][C:28]([CH3:31])([CH3:30])[CH3:29])[CH:11]=1.[BH4-].[Na+].CO.O. (2) Given the product [CH:17]([N:19]=[C:12]([NH2:14])[C:11]1[CH:10]=[CH:9][C:8]([C:6]([O:5][CH2:1][CH:2]([CH3:3])[CH3:4])=[O:7])=[CH:16][CH:15]=1)=[O:18], predict the reactants needed to synthesize it. The reactants are: [CH2:1]([O:5][C:6]([C:8]1[CH:16]=[CH:15][C:11]([C:12]([NH2:14])=O)=[CH:10][CH:9]=1)=[O:7])[CH:2]([CH3:4])[CH3:3].[CH:17]([NH2:19])=[O:18]. (3) Given the product [CH3:12][C:11]1[C:6]2[C:5](=[CH:10][CH:9]=[CH:8][CH:7]=2)[C:4](=[O:13])[NH:3][C:14]=1[CH:15]1[CH2:23][CH2:22][N:21]([CH3:24])[CH2:20][CH2:19]1, predict the reactants needed to synthesize it. The reactants are: C([N:3]([CH2:14][CH3:15])[C:4](=[O:13])[C:5]1[CH:10]=[CH:9][CH:8]=[CH:7][C:6]=1[CH2:11][CH3:12])C.C(C1[CH2:23][CH2:22][N:21]([CH3:24])[CH2:20][CH2:19]1)#N. (4) The reactants are: [H-].[Na+].[CH:3]1([OH:7])[CH2:6][CH2:5][CH2:4]1.[C:8]([C:10]1[C:11](F)=[N:12][CH:13]=[CH:14][CH:15]=1)#[N:9]. Given the product [CH:3]1([O:7][C:11]2[N:12]=[CH:13][CH:14]=[CH:15][C:10]=2[C:8]#[N:9])[CH2:6][CH2:5][CH2:4]1, predict the reactants needed to synthesize it. (5) Given the product [CH3:1][N:2]([C:3]1[N:8]=[C:7]([C:9]2[CH:10]=[CH:11][CH:12]=[CH:13][CH:14]=2)[CH:6]=[CH:5][N:4]=1)[C:16]1[CH:21]=[CH:20][N:19]=[C:18]([S:22][CH3:23])[N:17]=1, predict the reactants needed to synthesize it. The reactants are: [CH3:1][NH:2][C:3]1[N:8]=[C:7]([C:9]2[CH:14]=[CH:13][CH:12]=[CH:11][CH:10]=2)[CH:6]=[CH:5][N:4]=1.Cl[C:16]1[CH:21]=[CH:20][N:19]=[C:18]([S:22][CH3:23])[N:17]=1.CC(C)([O-])C.[Na+].C1C=CC(P(C2C(C3C(P(C4C=CC=CC=4)C4C=CC=CC=4)=CC=C4C=3C=CC=C4)=C3C(C=CC=C3)=CC=2)C2C=CC=CC=2)=CC=1.